Dataset: Peptide-MHC class II binding affinity with 134,281 pairs from IEDB. Task: Regression. Given a peptide amino acid sequence and an MHC pseudo amino acid sequence, predict their binding affinity value. This is MHC class II binding data. (1) The peptide sequence is DFDGRSEFAYGSFVR. The MHC is HLA-DQA10102-DQB10602 with pseudo-sequence HLA-DQA10102-DQB10602. The binding affinity (normalized) is 0.356. (2) The peptide sequence is YCDMMSLNLTIVSVS. The MHC is DRB1_0405 with pseudo-sequence DRB1_0405. The binding affinity (normalized) is 0.295. (3) The peptide sequence is AFKIAATAANAAPTN. The MHC is HLA-DPA10103-DPB10301 with pseudo-sequence HLA-DPA10103-DPB10301. The binding affinity (normalized) is 1.00. (4) The peptide sequence is TNNPHMQDKTMVKKW. The MHC is DRB3_0202 with pseudo-sequence DRB3_0202. The binding affinity (normalized) is 0.364. (5) The peptide sequence is FTDDDFKIMLKALSH. The MHC is DRB1_0101 with pseudo-sequence DRB1_0101. The binding affinity (normalized) is 0.817. (6) The peptide sequence is YDSFLANVSTVLTGK. The binding affinity (normalized) is 0.798. The MHC is DRB1_1302 with pseudo-sequence DRB1_1302. (7) The peptide sequence is ATAAAAAAVDRGDPP. The MHC is HLA-DPA10201-DPB10501 with pseudo-sequence HLA-DPA10201-DPB10501. The binding affinity (normalized) is 0. (8) The peptide sequence is YDKFLANVSTVSTGK. The MHC is DRB1_1302 with pseudo-sequence DRB1_1302. The binding affinity (normalized) is 0.620.